Task: Regression. Given a peptide amino acid sequence and an MHC pseudo amino acid sequence, predict their binding affinity value. This is MHC class I binding data.. Dataset: Peptide-MHC class I binding affinity with 185,985 pairs from IEDB/IMGT The peptide sequence is MHVLAAKYI. The MHC is Mamu-B17 with pseudo-sequence Mamu-B17. The binding affinity (normalized) is 0.407.